Dataset: Forward reaction prediction with 1.9M reactions from USPTO patents (1976-2016). Task: Predict the product of the given reaction. (1) Given the reactants [NH2:1][C:2]1[NH:3][C:4](=[O:45])[C:5]2[S:10][C:9](=[O:11])[N:8]([C@H:12]3[O:18][C@@H:17]([CH2:19][O:20]C(=O)C4C=CC=CC=4)[C@:15](C(=O)C4C=CC=CC=4)([OH:16])[C@:13]3(C(=O)C3C=CC=CC=3)[OH:14])[C:6]=2[N:7]=1.C[O-].[Na+], predict the reaction product. The product is: [NH2:1][C:2]1[NH:3][C:4](=[O:45])[C:5]2[S:10][C:9](=[O:11])[N:8]([C@H:12]3[O:18][C@@H:17]([CH2:19][OH:20])[C@H:15]([OH:16])[C@@H:13]3[OH:14])[C:6]=2[N:7]=1. (2) Given the reactants [CH2:1]([N:3]1[C:12]2[CH:11]=[C:10]3[O:13][CH2:14][O:15][C:9]3=[C:8]([N+:16]([O-])=O)[C:7]=2[C:6](=[O:19])[C:5]([C:20]([OH:22])=[O:21])=[CH:4]1)[CH3:2].Cl, predict the reaction product. The product is: [NH2:16][C:8]1[C:7]2[C:6](=[O:19])[C:5]([C:20]([OH:22])=[O:21])=[CH:4][N:3]([CH2:1][CH3:2])[C:12]=2[CH:11]=[C:10]2[O:13][CH2:14][O:15][C:9]=12. (3) Given the reactants [Cl:1][C:2]1[N:11]=[C:10](Cl)[C:9]2[C:4](=[CH:5][C:6]([C:13]([O:15][CH3:16])=[O:14])=[CH:7][CH:8]=2)[N:3]=1.CCN(C(C)C)C(C)C.O, predict the reaction product. The product is: [Cl:1][C:2]1[N:11]=[CH:10][C:9]2[C:4](=[CH:5][C:6]([C:13]([O:15][CH3:16])=[O:14])=[CH:7][CH:8]=2)[N:3]=1. (4) Given the reactants S1C=CC=C1C1OC(C=C2CCNCC2)=NN=1.C(OC([N:25]1[CH2:29][CH2:28]/[C:27](=[CH:30]\[C:31]2[N:35]=[C:34]([C:36]3[CH:41]=[CH:40][CH:39]=[CH:38][CH:37]=3)[O:33][N:32]=2)/[CH2:26]1)=O)(C)(C)C.C(OC(N1CCC(=CC2OC(C3SC=CC=3)=NN=2)CC1)=O)(C)(C)C, predict the reaction product. The product is: [C:36]1([C:34]2[O:33][N:32]=[C:31](/[CH:30]=[C:27]3/[CH2:26][NH:25][CH2:29][CH2:28]/3)[N:35]=2)[CH:37]=[CH:38][CH:39]=[CH:40][CH:41]=1. (5) Given the reactants [C:1]([O:5][C:6]([NH:8][C@H:9]1[CH2:14][CH2:13][CH2:12][N:11]([C:15]2[C:24]([N+:25]([O-])=O)=[CH:23][N:22]=[C:21]3[C:16]=2[CH2:17][CH2:18][CH2:19][N:20]3[C:28]([O:30][C:31]([CH3:34])([CH3:33])[CH3:32])=[O:29])[CH2:10]1)=[O:7])([CH3:4])([CH3:3])[CH3:2].CC(O)=O, predict the reaction product. The product is: [NH2:25][C:24]1[C:15]([N:11]2[CH2:12][CH2:13][CH2:14][C@H:9]([NH:8][C:6]([O:5][C:1]([CH3:4])([CH3:3])[CH3:2])=[O:7])[CH2:10]2)=[C:16]2[C:21](=[N:22][CH:23]=1)[N:20]([C:28]([O:30][C:31]([CH3:33])([CH3:34])[CH3:32])=[O:29])[CH2:19][CH2:18][CH2:17]2. (6) Given the reactants [H-].[Al+3].[Li+].[H-].[H-].[H-].C[O:8][C:9]([C:11]1[C:20]([CH3:21])=[C:19]([O:22][CH2:23][C:24]2[CH:29]=[CH:28][CH:27]=[CH:26][CH:25]=2)[C:18]2[C:13](=[CH:14][CH:15]=[C:16]([F:30])[CH:17]=2)[CH:12]=1)=O.O.[OH-].[Na+], predict the reaction product. The product is: [CH2:23]([O:22][C:19]1[C:18]2[C:13](=[CH:14][CH:15]=[C:16]([F:30])[CH:17]=2)[CH:12]=[C:11]([CH2:9][OH:8])[C:20]=1[CH3:21])[C:24]1[CH:25]=[CH:26][CH:27]=[CH:28][CH:29]=1.